Dataset: Full USPTO retrosynthesis dataset with 1.9M reactions from patents (1976-2016). Task: Predict the reactants needed to synthesize the given product. (1) The reactants are: [Si:1]([O:8][CH:9]1[CH2:32][CH2:31][C@@:30]2([CH3:33])[C@@H:11]([CH2:12][CH2:13][C:14]3[C:15]4[C@:26]([CH3:34])([CH2:27][CH2:28][C:29]=32)[C@@H:18]([C@H:19]([CH3:25])[CH2:20][CH2:21][C:22](O)=O)[CH2:17][CH:16]=4)[C:10]1([CH3:36])[CH3:35])([C:4]([CH3:7])([CH3:6])[CH3:5])([CH3:3])[CH3:2].[NH3:37].[H-].[Al+3].[Li+].[H-].[H-].[H-]. Given the product [Si:1]([O:8][C@H:9]1[CH2:32][CH2:31][C@@:30]2([CH3:33])[C@@H:11]([CH2:12][CH2:13][C:14]3[C:15]4[C@:26]([CH3:34])([CH2:27][CH2:28][C:29]=32)[C@@H:18]([C@H:19]([CH3:25])[CH2:20][CH2:21][CH2:22][NH2:37])[CH2:17][CH:16]=4)[C:10]1([CH3:36])[CH3:35])([C:4]([CH3:7])([CH3:6])[CH3:5])([CH3:3])[CH3:2], predict the reactants needed to synthesize it. (2) Given the product [NH2:54][C:49]1[CH:48]=[C:47]([C:43]([CH3:45])([CH3:44])[CH3:46])[CH:52]=[CH:51][C:50]=1[NH:53][C:33](=[O:35])[CH2:32][CH:30]1[CH2:29][CH:28]([N:27]([CH2:26][C@@H:18]2[C@@H:19]3[C@@H:20]([O:21][C:22]([CH3:25])([CH3:24])[O:23]3)[C@H:16]([N:13]3[C:9]4[N:10]=[CH:11][N:12]=[C:7]([NH:6][CH2:5][C:4]5[CH:37]=[CH:38][C:39]([O:41][CH3:42])=[CH:40][C:3]=5[O:2][CH3:1])[C:8]=4[CH:15]=[CH:14]3)[O:17]2)[CH3:36])[CH2:31]1, predict the reactants needed to synthesize it. The reactants are: [CH3:1][O:2][C:3]1[CH:40]=[C:39]([O:41][CH3:42])[CH:38]=[CH:37][C:4]=1[CH2:5][NH:6][C:7]1[C:8]2[CH:15]=[CH:14][N:13]([C@H:16]3[C@@H:20]4[O:21][C:22]([CH3:25])([CH3:24])[O:23][C@@H:19]4[C@@H:18]([CH2:26][N:27]([CH3:36])[CH:28]4[CH2:31][CH:30]([CH2:32][C:33]([OH:35])=O)[CH2:29]4)[O:17]3)[C:9]=2[N:10]=[CH:11][N:12]=1.[C:43]([C:47]1[CH:48]=[C:49]([NH2:54])[C:50]([NH2:53])=[CH:51][CH:52]=1)([CH3:46])([CH3:45])[CH3:44].C(N(CC)C(C)C)(C)C.F[P-](F)(F)(F)(F)F.C[N+](C)=C(N(C)C)ON1C2N=CC=CC=2N=N1. (3) Given the product [F:1][C:2]1([F:10])[CH2:7][CH2:6][CH:5](/[CH:8]=[N:20]/[S@:18]([C:15]2[CH:16]=[CH:17][C:12]([CH3:11])=[CH:13][CH:14]=2)=[O:19])[CH2:4][CH2:3]1, predict the reactants needed to synthesize it. The reactants are: [F:1][C:2]1([F:10])[CH2:7][CH2:6][CH:5]([CH:8]=O)[CH2:4][CH2:3]1.[CH3:11][C:12]1[CH:17]=[CH:16][C:15]([S@@:18]([NH2:20])=[O:19])=[CH:14][CH:13]=1.O. (4) Given the product [Cl:42][CH2:43][C:44]([NH:20][C@H:15]([C:14]([N:11]1[CH2:12][CH2:13][C:8]([C:4]2[CH:5]=[CH:6][CH:7]=[C:2]([F:1])[CH:3]=2)([CH2:22][CH2:23][N:24]2[C@H:29]3[CH2:30][CH2:31][C@@H:25]2[CH2:26][CH:27]([N:32]2[C:36]4[CH:37]=[CH:38][CH:39]=[CH:40][C:35]=4[N:34]=[C:33]2[CH3:41])[CH2:28]3)[CH2:9][CH2:10]1)=[O:21])[C:16]([CH3:19])([CH3:18])[CH3:17])=[O:45], predict the reactants needed to synthesize it. The reactants are: [F:1][C:2]1[CH:3]=[C:4]([C:8]2([CH2:22][CH2:23][N:24]3[C@H:29]4[CH2:30][CH2:31][C@@H:25]3[CH2:26][CH:27]([N:32]3[C:36]5[CH:37]=[CH:38][CH:39]=[CH:40][C:35]=5[N:34]=[C:33]3[CH3:41])[CH2:28]4)[CH2:13][CH2:12][N:11]([C:14](=[O:21])[CH:15]([NH2:20])[C:16]([CH3:19])([CH3:18])[CH3:17])[CH2:10][CH2:9]2)[CH:5]=[CH:6][CH:7]=1.[Cl:42][CH2:43][C:44](Cl)=[O:45].CCN(C(C)C)C(C)C. (5) Given the product [ClH:38].[CH3:4][S:5]([C:8]1[CH:13]=[CH:12][CH:11]=[CH:10][C:9]=1[S:14]([NH:17][C:18]1[CH:19]=[C:20]2[C:24](=[CH:25][CH:26]=1)[NH:23][N:22]=[C:21]2/[CH:27]=[CH:28]/[C:29]([OH:31])=[O:30])(=[O:15])=[O:16])(=[O:6])=[O:7].[ClH:38].[ClH:38].[CH3:4][S:5]([C:8]1[CH:13]=[CH:12][CH:11]=[CH:10][C:9]=1[S:14]([NH:17][C:18]1[CH:19]=[C:20]2[C:24](=[CH:25][CH:26]=1)[NH:23][N:22]=[C:21]2/[CH:27]=[CH:28]/[C:29]([OH:31])=[O:30])(=[O:15])=[O:16])(=[O:6])=[O:7], predict the reactants needed to synthesize it. The reactants are: O.[OH-].[Li+].[CH3:4][S:5]([C:8]1[CH:13]=[CH:12][CH:11]=[CH:10][C:9]=1[S:14]([NH:17][C:18]1[CH:19]=[C:20]2[C:24](=[CH:25][CH:26]=1)[NH:23][N:22]=[C:21]2/[CH:27]=[CH:28]/[C:29]([O:31]C)=[O:30])(=[O:16])=[O:15])(=[O:7])=[O:6].O1CCCC1.[ClH:38]. (6) Given the product [CH2:1]([C:3]1[CH:8]=[C:7]([O:9][CH:10]2[CH2:15][CH2:14][CH2:13][CH2:12][O:11]2)[CH:6]=[C:5]([B:26]2[O:30][C:29]([CH3:32])([CH3:31])[C:28]([CH3:34])([CH3:33])[O:27]2)[C:4]=1[CH:24]=[O:25])[CH3:2], predict the reactants needed to synthesize it. The reactants are: [CH2:1]([C:3]1[C:4]([CH:24]=[O:25])=[C:5](OS(C(F)(F)F)(=O)=O)[CH:6]=[C:7]([O:9][CH:10]2[CH2:15][CH2:14][CH2:13][CH2:12][O:11]2)[CH:8]=1)[CH3:2].[B:26]1([B:26]2[O:30][C:29]([CH3:32])([CH3:31])[C:28]([CH3:34])([CH3:33])[O:27]2)[O:30][C:29]([CH3:32])([CH3:31])[C:28]([CH3:34])([CH3:33])[O:27]1.CC([O-])=O.[K+]. (7) Given the product [Si:1]([O:18][CH2:19][CH2:20]/[C:21](=[N:24]/[OH:25])/[NH2:22])([C:14]([CH3:16])([CH3:17])[CH3:15])([C:8]1[CH:9]=[CH:10][CH:11]=[CH:12][CH:13]=1)[C:2]1[CH:3]=[CH:4][CH:5]=[CH:6][CH:7]=1, predict the reactants needed to synthesize it. The reactants are: [Si:1]([O:18][CH2:19][CH2:20][C:21]#[N:22])([C:14]([CH3:17])([CH3:16])[CH3:15])([C:8]1[CH:13]=[CH:12][CH:11]=[CH:10][CH:9]=1)[C:2]1[CH:7]=[CH:6][CH:5]=[CH:4][CH:3]=1.Cl.[NH2:24][OH:25].C(=O)(O)[O-].[Na+]. (8) Given the product [C:1]([O:5][C:6]([NH:8][C@@H:9]([CH3:13])[C:10]([O:12][CH2:24][Cl:25])=[O:11])=[O:7])([CH3:4])([CH3:2])[CH3:3], predict the reactants needed to synthesize it. The reactants are: [C:1]([O:5][C:6]([NH:8][C@@H:9]([CH3:13])[C:10]([OH:12])=[O:11])=[O:7])([CH3:4])([CH3:3])[CH3:2].C([O-])([O-])=O.[Na+].[Na+].S(Cl)(O[CH2:24][Cl:25])(=O)=O. (9) Given the product [Br:19][C:20]1[CH:25]=[C:24]([Cl:26])[CH:23]=[CH:22][C:21]=1[O:27][C:2]1[N:6]([CH3:7])[C:5]2[C:8]([CH:14]([CH2:17][CH3:18])[CH2:15][CH3:16])=[CH:9][CH:10]=[C:11]([C:12]#[N:13])[C:4]=2[N:3]=1, predict the reactants needed to synthesize it. The reactants are: Cl[C:2]1[N:6]([CH3:7])[C:5]2[C:8]([CH:14]([CH2:17][CH3:18])[CH2:15][CH3:16])=[CH:9][CH:10]=[C:11]([C:12]#[N:13])[C:4]=2[N:3]=1.[Br:19][C:20]1[CH:25]=[C:24]([Cl:26])[CH:23]=[CH:22][C:21]=1[OH:27].C(=O)([O-])[O-].[K+].[K+].CN1CCCC1=O. (10) Given the product [N:1]1([C:6]2[CH:31]=[CH:30][C:9]([O:10][CH2:11][C:12]3[N:13]=[C:14]([CH:17]4[CH2:18][CH2:19][N:20]([C:23]5[N:28]=[CH:27][C:26]([NH:29][C:39](=[O:41])[CH3:40])=[CH:25][N:24]=5)[CH2:21][CH2:22]4)[S:15][CH:16]=3)=[CH:8][CH:7]=2)[CH:5]=[N:4][N:3]=[N:2]1, predict the reactants needed to synthesize it. The reactants are: [N:1]1([C:6]2[CH:31]=[CH:30][C:9]([O:10][CH2:11][C:12]3[N:13]=[C:14]([CH:17]4[CH2:22][CH2:21][N:20]([C:23]5[N:28]=[CH:27][C:26]([NH2:29])=[CH:25][N:24]=5)[CH2:19][CH2:18]4)[S:15][CH:16]=3)=[CH:8][CH:7]=2)[CH:5]=[N:4][N:3]=[N:2]1.C(N(CC)CC)C.[C:39](Cl)(=[O:41])[CH3:40].O.